Dataset: Forward reaction prediction with 1.9M reactions from USPTO patents (1976-2016). Task: Predict the product of the given reaction. (1) Given the reactants [NH2:1][C:2]1[N:3]=[CH:4][C:5]([C:16]2[CH:21]=[CH:20][N:19]=[C:18]([C:22]([O:24]C)=[O:23])[CH:17]=2)=[N:6][C:7]=1[N:8]1[CH2:14][CH2:13][CH2:12][N:11]([CH3:15])[CH2:10][CH2:9]1.O.[OH-].[Li+], predict the reaction product. The product is: [NH2:1][C:2]1[N:3]=[CH:4][C:5]([C:16]2[CH:21]=[CH:20][N:19]=[C:18]([C:22]([OH:24])=[O:23])[CH:17]=2)=[N:6][C:7]=1[N:8]1[CH2:14][CH2:13][CH2:12][N:11]([CH3:15])[CH2:10][CH2:9]1. (2) Given the reactants [NH2:1][C:2]1[CH:3]=[C:4]([C:8]2[S:12][C:11]([C:13]3[CH:14]=[C:15]4[C:19](=[CH:20][CH:21]=3)[C:18](=[O:22])[N:17]([CH2:23][CH2:24][CH2:25][OH:26])[CH2:16]4)=[CH:10][CH:9]=2)[CH:5]=[N:6][CH:7]=1.[F:27][C:28]1[CH:33]=[C:32]([F:34])[CH:31]=[CH:30][C:29]=1[S:35](Cl)(=[O:37])=[O:36], predict the reaction product. The product is: [F:27][C:28]1[CH:33]=[C:32]([F:34])[CH:31]=[CH:30][C:29]=1[S:35]([NH:1][C:2]1[CH:7]=[N:6][CH:5]=[C:4]([C:8]2[S:12][C:11]([C:13]3[CH:14]=[C:15]4[C:19](=[CH:20][CH:21]=3)[C:18](=[O:22])[N:17]([CH2:23][CH2:24][CH2:25][OH:26])[CH2:16]4)=[CH:10][CH:9]=2)[CH:3]=1)(=[O:37])=[O:36].